Dataset: NCI-60 drug combinations with 297,098 pairs across 59 cell lines. Task: Regression. Given two drug SMILES strings and cell line genomic features, predict the synergy score measuring deviation from expected non-interaction effect. Drug 1: CCC1=CC2CC(C3=C(CN(C2)C1)C4=CC=CC=C4N3)(C5=C(C=C6C(=C5)C78CCN9C7C(C=CC9)(C(C(C8N6C)(C(=O)OC)O)OC(=O)C)CC)OC)C(=O)OC.C(C(C(=O)O)O)(C(=O)O)O. Drug 2: C1C(C(OC1N2C=NC(=NC2=O)N)CO)O. Cell line: MCF7. Synergy scores: CSS=39.6, Synergy_ZIP=2.45, Synergy_Bliss=1.97, Synergy_Loewe=5.29, Synergy_HSA=6.71.